Dataset: Reaction yield outcomes from USPTO patents with 853,638 reactions. Task: Predict the reaction yield, written as a fraction of the theoretical maximum amount of product (1.0 means a 100% yield; for example, 0.34 means a 34% yield). The reactants are [Cl:1][C:2]1[CH:3]=[C:4]([OH:17])[CH:5]=[C:6]([O:15][CH3:16])[C:7]=1[CH2:8][N:9]1[CH2:14][CH2:13][CH2:12][CH2:11][CH2:10]1.N1C=CC=CC=1.[F:24][C:25]([F:31])([F:30])[S:26](Cl)(=[O:28])=[O:27]. The catalyst is C(Cl)Cl. The product is [Cl:1][C:2]1[CH:3]=[C:4]([O:17][S:26]([C:25]([F:31])([F:30])[F:24])(=[O:28])=[O:27])[CH:5]=[C:6]([O:15][CH3:16])[C:7]=1[CH2:8][N:9]1[CH2:10][CH2:11][CH2:12][CH2:13][CH2:14]1. The yield is 0.730.